Dataset: NCI-60 drug combinations with 297,098 pairs across 59 cell lines. Task: Regression. Given two drug SMILES strings and cell line genomic features, predict the synergy score measuring deviation from expected non-interaction effect. (1) Drug 1: C(=O)(N)NO. Drug 2: CC(C)CN1C=NC2=C1C3=CC=CC=C3N=C2N. Cell line: HL-60(TB). Synergy scores: CSS=17.3, Synergy_ZIP=-6.86, Synergy_Bliss=-2.56, Synergy_Loewe=-2.83, Synergy_HSA=-3.32. (2) Drug 2: C(CC(=O)O)C(=O)CN.Cl. Synergy scores: CSS=23.8, Synergy_ZIP=-2.17, Synergy_Bliss=-3.82, Synergy_Loewe=-21.1, Synergy_HSA=-2.10. Drug 1: C1=NC2=C(N1)C(=S)N=CN2. Cell line: U251. (3) Drug 1: CC1=C2C(C(=O)C3(C(CC4C(C3C(C(C2(C)C)(CC1OC(=O)C(C(C5=CC=CC=C5)NC(=O)OC(C)(C)C)O)O)OC(=O)C6=CC=CC=C6)(CO4)OC(=O)C)OC)C)OC. Drug 2: C1CC(C1)(C(=O)O)C(=O)O.[NH2-].[NH2-].[Pt+2]. Cell line: KM12. Synergy scores: CSS=34.7, Synergy_ZIP=-4.31, Synergy_Bliss=-5.49, Synergy_Loewe=-16.5, Synergy_HSA=-4.19. (4) Drug 1: CN1CCC(CC1)COC2=C(C=C3C(=C2)N=CN=C3NC4=C(C=C(C=C4)Br)F)OC. Drug 2: CC1OCC2C(O1)C(C(C(O2)OC3C4COC(=O)C4C(C5=CC6=C(C=C35)OCO6)C7=CC(=C(C(=C7)OC)O)OC)O)O. Cell line: A498. Synergy scores: CSS=38.0, Synergy_ZIP=0.894, Synergy_Bliss=2.46, Synergy_Loewe=6.44, Synergy_HSA=7.60. (5) Drug 1: CN(C)N=NC1=C(NC=N1)C(=O)N. Drug 2: CC1=C(C(=CC=C1)Cl)NC(=O)C2=CN=C(S2)NC3=CC(=NC(=N3)C)N4CCN(CC4)CCO. Cell line: HCT116. Synergy scores: CSS=9.28, Synergy_ZIP=-4.90, Synergy_Bliss=-4.96, Synergy_Loewe=-17.0, Synergy_HSA=-1.59. (6) Drug 1: C1=NC(=NC(=O)N1C2C(C(C(O2)CO)O)O)N. Drug 2: CS(=O)(=O)OCCCCOS(=O)(=O)C. Cell line: ACHN. Synergy scores: CSS=51.4, Synergy_ZIP=-1.57, Synergy_Bliss=-0.0988, Synergy_Loewe=2.05, Synergy_HSA=3.72.